From a dataset of Catalyst prediction with 721,799 reactions and 888 catalyst types from USPTO. Predict which catalyst facilitates the given reaction. (1) Reactant: [H-].[Na+].[OH:3][C@@H:4]([CH2:15][O:16][CH:17]([CH3:19])[CH3:18])[C:5]([NH:7][C:8]1[CH:13]=[N:12][C:11]([CH3:14])=[CH:10][N:9]=1)=[O:6].Cl[C:21]1[N:26]=[CH:25][N:24]=[C:23]2[N:27]([C:30]3[C:35]([CH3:36])=[N:34][CH:33]=[CH:32][N:31]=3)[N:28]=[CH:29][C:22]=12.C(O)(=O)CC(CC(O)=O)(C(O)=O)O. Product: [CH:17]([O:16][CH2:15][C@H:4]([O:3][C:21]1[N:26]=[CH:25][N:24]=[C:23]2[N:27]([C:30]3[C:35]([CH3:36])=[N:34][CH:33]=[CH:32][N:31]=3)[N:28]=[CH:29][C:22]=12)[C:5]([NH:7][C:8]1[CH:13]=[N:12][C:11]([CH3:14])=[CH:10][N:9]=1)=[O:6])([CH3:19])[CH3:18]. The catalyst class is: 249. (2) Reactant: [C:1]([C:4]1[CH:5]=[CH:6][C:7]([O:10][CH2:11][CH2:12][CH2:13][O:14][C:15]2[C:20]([Cl:21])=[CH:19][C:18]([O:22][CH2:23][CH:24]=[C:25]([Cl:27])[Cl:26])=[CH:17][C:16]=2[Cl:28])=[N:8][CH:9]=1)(=O)[CH3:2].Cl.[CH2:30]([O:32][NH2:33])[CH3:31].Cl. Product: [CH2:30]([O:32][N:33]=[C:1]([C:4]1[CH:5]=[CH:6][C:7]([O:10][CH2:11][CH2:12][CH2:13][O:14][C:15]2[C:20]([Cl:21])=[CH:19][C:18]([O:22][CH2:23][CH:24]=[C:25]([Cl:27])[Cl:26])=[CH:17][C:16]=2[Cl:28])=[N:8][CH:9]=1)[CH3:2])[CH3:31]. The catalyst class is: 17. (3) Reactant: F[C:2]1[CH:3]=[C:4]([CH:7]=[C:8]([N:10]2[CH2:16][CH2:15][CH2:14][C:13]3[N:17]=[C:18]([C:20]4[CH:25]=[CH:24][CH:23]=[CH:22][N:21]=4)[O:19][C:12]=3[CH2:11]2)[CH:9]=1)[C:5]#[N:6].[F:26]C1C=CC(C(O)=O)=NC=1.BrC1C=C(C=CC=1)C#N.C(Cl)Cl. Product: [F:26][C:23]1[CH:24]=[CH:25][C:20]([C:18]2[O:19][C:12]3[CH2:11][N:10]([C:8]4[CH:7]=[C:4]([CH:3]=[CH:2][CH:9]=4)[C:5]#[N:6])[CH2:16][CH2:15][CH2:14][C:13]=3[N:17]=2)=[N:21][CH:22]=1. The catalyst class is: 5. (4) Reactant: [O:1]1[C:5]2[CH:6]=[CH:7][C:8]([CH:10]3[C:22]4[NH:21][C:20]5C(=[CH:16][CH:17]=[CH:18][CH:19]=5)C=4C[CH2:12][N:11]3[CH2:23][C:24]3[CH:29]=[CH:28][CH:27]=[CH:26][CH:25]=3)=[CH:9][C:4]=2[CH2:3][CH2:2]1.C[C:31]([CH3:34])([O-:33])[CH3:32].[K+].O=O. Product: [CH2:23]([N:11]1[CH2:12][C:34]2[C:31](=[O:33])[C:32]3[CH:16]=[CH:17][CH:18]=[CH:19][C:20]=3[NH:21][C:22]=2[CH:10]1[C:8]1[CH:7]=[CH:6][C:5]2[O:1][CH2:2][CH2:3][C:4]=2[CH:9]=1)[C:24]1[CH:25]=[CH:26][CH:27]=[CH:28][CH:29]=1. The catalyst class is: 3.